Dataset: Forward reaction prediction with 1.9M reactions from USPTO patents (1976-2016). Task: Predict the product of the given reaction. (1) Given the reactants C1C2C(COC([NH:18][CH2:19][CH2:20][NH:21][CH2:22][C@@H:23]3[C@H:26]([NH:27][C:28](=[O:55])/[C:29](=[N:43]\[O:44][C:45]([CH3:54])([CH3:53])[C:46]([O:48][C:49]([CH3:52])([CH3:51])[CH3:50])=[O:47])/[C:30]4[N:31]=[C:32]([NH:35][C:36]([O:38][C:39]([CH3:42])([CH3:41])[CH3:40])=[O:37])[S:33][CH:34]=4)[C:25](=[O:56])[NH:24]3)=O)C3C(=CC=CC=3)C=2C=CC=1.N1CCCCC1, predict the reaction product. The product is: [NH2:18][CH2:19][CH2:20][NH:21][CH2:22][C@@H:23]1[C@H:26]([NH:27][C:28](=[O:55])/[C:29](=[N:43]\[O:44][C:45]([CH3:54])([CH3:53])[C:46]([O:48][C:49]([CH3:52])([CH3:51])[CH3:50])=[O:47])/[C:30]2[N:31]=[C:32]([NH:35][C:36]([O:38][C:39]([CH3:42])([CH3:41])[CH3:40])=[O:37])[S:33][CH:34]=2)[C:25](=[O:56])[NH:24]1. (2) The product is: [Cl:21][C:22]1[CH:59]=[CH:58][C:25]([C:26]2[C:31]([C:32]3[CH:41]=[CH:40][C:39]4[C:34](=[CH:35][CH:36]=[C:37]([C:42]5[N:46]([CH2:45][CH:49]6[CH2:50][CH2:51][CH2:53][O:55]6)[C:2]6[CH:10]=[CH:9][C:5]([C:6]([OH:8])=[O:7])=[CH:4][C:3]=6[N:11]=5)[CH:38]=4)[N:33]=3)=[CH:30][C:29]([O:56][CH3:57])=[CH:28][CH:27]=2)=[CH:24][CH:23]=1. Given the reactants Cl[C:2]1[CH:10]=[CH:9][C:5]([C:6]([OH:8])=[O:7])=[CH:4][C:3]=1[N+:11]([O-])=O.C(N)C1OCCC1.[Cl:21][C:22]1[CH:59]=[CH:58][C:25]([C:26]2[C:31]([C:32]3[CH:41]=[CH:40][C:39]4[C:34](=[CH:35][CH:36]=[C:37]([C:42]5[N:46](CC)[C:45]6[CH:49]=[CH:50][C:51]([C:53]([OH:55])=O)=CC=6N=5)[CH:38]=4)[N:33]=3)=[CH:30][C:29]([O:56][CH3:57])=[CH:28][CH:27]=2)=[CH:24][CH:23]=1, predict the reaction product.